This data is from Reaction yield outcomes from USPTO patents with 853,638 reactions. The task is: Predict the reaction yield, written as a fraction of the theoretical maximum amount of product (1.0 means a 100% yield; for example, 0.34 means a 34% yield). (1) The catalyst is C(Cl)Cl. The yield is 0.290. The product is [OH:12][C:6]1[CH:11]=[CH:10][C:9]([S:2]([Cl:1])(=[O:5])=[O:3])=[CH:8][CH:7]=1. The reactants are [Cl:1][S:2]([OH:5])(=O)=[O:3].[C:6]1([OH:12])[CH:11]=[CH:10][CH:9]=[CH:8][CH:7]=1. (2) The reactants are Cl[C:2]1[C:3]2[CH:10]=[CH:9][S:8][C:4]=2[N:5]=[CH:6][N:7]=1.[C:11]([N:14]1[CH2:19][CH2:18][CH:17]([C:20]2[N:21]=[C:22]([NH:25][C:26]3[N:31]=[CH:30][C:29]([S:32]CCC(OC)=O)=[CH:28][C:27]=3[O:39][C:40]3[CH:45]=[CH:44][CH:43]=[CH:42][CH:41]=3)[S:23][CH:24]=2)[CH2:16][CH2:15]1)(=[O:13])[CH3:12].CC([O-])(C)C.[K+]. The catalyst is CS(C)=O. The product is [O:39]([C:27]1[C:26]([NH:25][C:22]2[S:23][CH:24]=[C:20]([CH:17]3[CH2:16][CH2:15][N:14]([C:11](=[O:13])[CH3:12])[CH2:19][CH2:18]3)[N:21]=2)=[N:31][CH:30]=[C:29]([S:32][C:2]2[C:3]3[CH:10]=[CH:9][S:8][C:4]=3[N:5]=[CH:6][N:7]=2)[CH:28]=1)[C:40]1[CH:41]=[CH:42][CH:43]=[CH:44][CH:45]=1. The yield is 0.460. (3) The reactants are [NH2:1][C:2]1[NH:3][C:4](=[O:13])[C:5]2[N:11]=[C:10]([Cl:12])[CH:9]=[CH:8][C:6]=2[N:7]=1.[C:14](OC(=O)C)(=[O:16])[CH3:15]. No catalyst specified. The product is [C:14]([NH:1][C:2]1[NH:3][C:4](=[O:13])[C:5]2[N:11]=[C:10]([Cl:12])[CH:9]=[CH:8][C:6]=2[N:7]=1)(=[O:16])[CH3:15]. The yield is 0.850. (4) The reactants are [Cl:1][C:2]1[CH:17]=[CH:16][C:5]([O:6][C:7]2[CH:8]=[C:9]([CH:13]=[CH:14][CH:15]=2)[C:10](Cl)=[O:11])=[C:4]([N+:18]([O-:20])=[O:19])[CH:3]=1.[C:21]([Si:25]([CH3:35])([CH3:34])[O:26][C:27]1[CH:28]=[C:29]([NH2:33])[CH:30]=[CH:31][CH:32]=1)([CH3:24])([CH3:23])[CH3:22].C(N(CC)C(C)C)(C)C.O. The product is [C:21]([Si:25]([CH3:35])([CH3:34])[O:26][C:27]1[CH:28]=[C:29]([NH:33][C:10](=[O:11])[C:9]2[CH:13]=[CH:14][CH:15]=[C:7]([O:6][C:5]3[CH:16]=[CH:17][C:2]([Cl:1])=[CH:3][C:4]=3[N+:18]([O-:20])=[O:19])[CH:8]=2)[CH:30]=[CH:31][CH:32]=1)([CH3:24])([CH3:23])[CH3:22]. The yield is 0.850. The catalyst is C1COCC1.